From a dataset of Forward reaction prediction with 1.9M reactions from USPTO patents (1976-2016). Predict the product of the given reaction. (1) Given the reactants I[C:2]1[CH:8]=[CH:7][C:5]([NH2:6])=[CH:4][CH:3]=1.[F:9][C:10]1[CH:11]=[C:12](B(O)O)[CH:13]=[CH:14][C:15]=1[F:16].C([O-])([O-])=O.[K+].[K+], predict the reaction product. The product is: [F:9][C:10]1[CH:11]=[C:12]([C:2]2[CH:8]=[CH:7][C:5]([NH2:6])=[CH:4][CH:3]=2)[CH:13]=[CH:14][C:15]=1[F:16]. (2) Given the reactants [CH2:1]([N:3](C(=O)C1C=CC(O)=CC=1)[C:4]1[CH:9]=[C:8]([O:10][CH3:11])[CH:7]=[CH:6][C:5]=1[C@@H:12]1[CH2:21][CH2:20][C:19]2[CH:18]=[C:17]([O:22]C(=O)C(C)(C)C)[CH:16]=[CH:15][C:14]=2[CH2:13]1)[CH3:2].[N:38]1([C:46](=O)[CH2:47]Cl)[CH2:45][CH2:44][CH2:43][CH2:42][CH2:41][CH2:40][CH2:39]1, predict the reaction product. The product is: [N:38]1([CH2:46][CH2:47][O:10][C:8]2[CH:9]=[CH:4][C:5]([CH2:12][CH2:2][CH2:1][NH:3][C:4]3[CH:9]=[C:8]([O:10][CH3:11])[CH:7]=[CH:6][C:5]=3[C@@H:12]3[CH2:21][CH2:20][C:19]4[CH:18]=[C:17]([OH:22])[CH:16]=[CH:15][C:14]=4[CH2:13]3)=[CH:6][CH:7]=2)[CH2:45][CH2:44][CH2:43][CH2:42][CH2:41][CH2:40][CH2:39]1.